Dataset: TCR-epitope binding with 47,182 pairs between 192 epitopes and 23,139 TCRs. Task: Binary Classification. Given a T-cell receptor sequence (or CDR3 region) and an epitope sequence, predict whether binding occurs between them. (1) The epitope is FLNRFTTTL. The TCR CDR3 sequence is CASSPTSGSSYEQYF. Result: 0 (the TCR does not bind to the epitope). (2) The epitope is KEIDRLNEV. The TCR CDR3 sequence is CASSKLASTAGEQYF. Result: 0 (the TCR does not bind to the epitope). (3) The epitope is SSTFNVPMEKLK. The TCR CDR3 sequence is CATRGAGNQPQHF. Result: 1 (the TCR binds to the epitope). (4) The epitope is EPLPQGQLTAY. The TCR CDR3 sequence is CASSPQANYGYTF. Result: 0 (the TCR does not bind to the epitope). (5) The epitope is MPASWVMRI. The TCR CDR3 sequence is CASSVTTGDGQFF. Result: 1 (the TCR binds to the epitope). (6) The epitope is TEKSNIIRGW. The TCR CDR3 sequence is CASSRADLAGVPLGTGELFF. Result: 0 (the TCR does not bind to the epitope). (7) The epitope is SSNVANYQK. The TCR CDR3 sequence is CASSASAGGLNEQYF. Result: 1 (the TCR binds to the epitope). (8) The epitope is KAYNVTQAF. The TCR CDR3 sequence is CASSLGSRNTIYF. Result: 1 (the TCR binds to the epitope).